Dataset: Reaction yield outcomes from USPTO patents with 853,638 reactions. Task: Predict the reaction yield, written as a fraction of the theoretical maximum amount of product (1.0 means a 100% yield; for example, 0.34 means a 34% yield). (1) The reactants are [NH:1]1[CH2:5][CH2:4][CH2:3][C@H:2]1[C:6]([O:8][CH3:9])=[O:7].Cl[C:11]1[C:20]([N+:21]([O-:23])=[O:22])=[CH:19][C:14]([C:15]([O:17][CH3:18])=[O:16])=[CH:13][N:12]=1. The catalyst is CCOC(C)=O. The product is [CH3:9][O:8][C:6]([C@@H:2]1[CH2:3][CH2:4][CH2:5][N:1]1[C:11]1[C:20]([N+:21]([O-:23])=[O:22])=[CH:19][C:14]([C:15]([O:17][CH3:18])=[O:16])=[CH:13][N:12]=1)=[O:7]. The yield is 0.940. (2) The reactants are [CH3:1][C:2]1[O:6][N:5]=[C:4]([C:7]2[CH:12]=[CH:11][CH:10]=[CH:9][CH:8]=2)[C:3]=1[CH2:13][O:14][C:15]1[N:20]=[N:19][C:18]([NH2:21])=[CH:17][CH:16]=1.[O:22]1[CH:26]=[CH:25][CH:24]=[C:23]1[C:27](Cl)=[O:28]. No catalyst specified. The product is [CH3:1][C:2]1[O:6][N:5]=[C:4]([C:7]2[CH:8]=[CH:9][CH:10]=[CH:11][CH:12]=2)[C:3]=1[CH2:13][O:14][C:15]1[N:20]=[N:19][C:18]([NH:21][C:27]([C:23]2[O:22][CH:26]=[CH:25][CH:24]=2)=[O:28])=[CH:17][CH:16]=1. The yield is 0.860.